Dataset: Catalyst prediction with 721,799 reactions and 888 catalyst types from USPTO. Task: Predict which catalyst facilitates the given reaction. (1) Reactant: [Cl:1][C:2]1[CH:16]=[CH:15][C:5]([CH2:6][NH:7][C:8](=[O:14])[O:9][C:10]([CH3:13])([CH3:12])[CH3:11])=[C:4]([CH2:17]O)[CH:3]=1.C1C=CC(P([N:33]=[N+]=[N-])(C2C=CC=CC=2)=O)=CC=1.C1CCN2C(=NCCC2)CC1. Product: [NH2:33][CH2:17][C:4]1[CH:3]=[C:2]([Cl:1])[CH:16]=[CH:15][C:5]=1[CH2:6][NH:7][C:8](=[O:14])[O:9][C:10]([CH3:13])([CH3:12])[CH3:11]. The catalyst class is: 1. (2) Reactant: I[C:2]1[CH:7]=[N:6][C:5]([N:8]([C:16]([O:18][C:19]([CH3:22])([CH3:21])[CH3:20])=[O:17])[C:9]([O:11][C:12]([CH3:15])([CH3:14])[CH3:13])=[O:10])=[C:4]2[O:23][CH:24]=[CH:25][C:3]=12.[Si:26]([O:33][C@H:34]1[CH2:39][CH2:38][C@H:37]([N:40]2[CH:44]=[C:43](B(O)O)[CH:42]=[N:41]2)[CH2:36][CH2:35]1)([C:29]([CH3:32])([CH3:31])[CH3:30])([CH3:28])[CH3:27].C(=O)([O-])[O-].[K+].[K+]. The catalyst class is: 38. Product: [Si:26]([O:33][C@H:34]1[CH2:39][CH2:38][C@H:37]([N:40]2[CH:44]=[C:43]([C:2]3[CH:7]=[N:6][C:5]([N:8]([C:16]([O:18][C:19]([CH3:21])([CH3:20])[CH3:22])=[O:17])[C:9]([O:11][C:12]([CH3:13])([CH3:14])[CH3:15])=[O:10])=[C:4]4[O:23][CH:24]=[CH:25][C:3]=34)[CH:42]=[N:41]2)[CH2:36][CH2:35]1)([C:29]([CH3:32])([CH3:30])[CH3:31])([CH3:28])[CH3:27]. (3) Reactant: [Br-].[Br-].[NH2:3][C:4]1[N:9]=[C:8]([NH2:10])[C:7]([NH2:11])=[C:6]([NH2:12])[N:5]=1.[Br:13][CH2:14][C:15](=O)[CH:16]=NO. Product: [NH2:3][C:4]1[N:9]=[C:8]([NH2:10])[C:7]2[C:6](=[N:12][CH:16]=[C:15]([CH2:14][Br:13])[N:11]=2)[N:5]=1. The catalyst class is: 5. (4) Reactant: [NH2:1][C:2]1[CH:9]=[CH:8][CH:7]=[CH:6][C:3]=1[C:4]#[N:5].[C:10]1([CH3:20])[CH:15]=[CH:14][C:13]([S:16](Cl)(=[O:18])=[O:17])=[CH:12][CH:11]=1.O. Product: [C:4]([C:3]1[CH:6]=[CH:7][CH:8]=[CH:9][C:2]=1[NH:1][S:16]([C:13]1[CH:14]=[CH:15][C:10]([CH3:20])=[CH:11][CH:12]=1)(=[O:18])=[O:17])#[N:5]. The catalyst class is: 17. (5) Reactant: [C:1]([C:5]1[N:10]=[C:9]([NH:11][C:12]2[CH:13]=[C:14]([NH:21][CH2:22][C:23]3([NH:26]C(=O)OC(C)(C)C)[CH2:25][CH2:24]3)[N:15]=[N:16][C:17]=2[C:18](=[O:20])[NH2:19])[CH:8]=[CH:7][CH:6]=1)([CH3:4])([CH3:3])[CH3:2].C(O)(C(F)(F)F)=O. Product: [NH2:26][C:23]1([CH2:22][NH:21][C:14]2[N:15]=[N:16][C:17]([C:18]([NH2:19])=[O:20])=[C:12]([NH:11][C:9]3[CH:8]=[CH:7][CH:6]=[C:5]([C:1]([CH3:4])([CH3:3])[CH3:2])[N:10]=3)[CH:13]=2)[CH2:24][CH2:25]1. The catalyst class is: 2. (6) Reactant: [CH3:1][O:2][C:3]1[CH:30]=[C:29]([O:31][CH3:32])[CH:28]=[CH:27][C:4]=1[CH2:5][N:6]([C:20]1[CH:25]=[CH:24][CH:23]=[C:22]([F:26])[N:21]=1)[S:7]([C:10]1[CH:11]=[C:12]2[C:16](=[CH:17][C:18]=1[CH3:19])[NH:15][N:14]=[CH:13]2)(=[O:9])=[O:8].CCCCP(CCCC)CCCC.O[C@H:47]([C:49]1[CH:50]=[CH:51][CH:52]=[C:53]2[C:58]=1[CH2:57][N:56]([C:59]([O:61][C:62]([CH3:65])([CH3:64])[CH3:63])=[O:60])[CH2:55][CH2:54]2)[CH3:48]. Product: [CH3:1][O:2][C:3]1[CH:30]=[C:29]([O:31][CH3:32])[CH:28]=[CH:27][C:4]=1[CH2:5][N:6]([C:20]1[CH:25]=[CH:24][CH:23]=[C:22]([F:26])[N:21]=1)[S:7]([C:10]1[CH:11]=[C:12]2[C:16](=[CH:17][C:18]=1[CH3:19])[N:15]([C@@H:47]([C:49]1[CH:50]=[CH:51][CH:52]=[C:53]3[C:58]=1[CH2:57][N:56]([C:59]([O:61][C:62]([CH3:63])([CH3:65])[CH3:64])=[O:60])[CH2:55][CH2:54]3)[CH3:48])[N:14]=[CH:13]2)(=[O:8])=[O:9]. The catalyst class is: 1. (7) Reactant: [C:1]([C:3]1[C:4]([I:18])=[C:5]([C:14]([O:16]C)=[O:15])[S:6][C:7]=1[N:8]1[CH2:13][CH2:12][O:11][CH2:10][CH2:9]1)#[N:2].[OH-].[Na+]. Product: [C:1]([C:3]1[C:4]([I:18])=[C:5]([C:14]([OH:16])=[O:15])[S:6][C:7]=1[N:8]1[CH2:13][CH2:12][O:11][CH2:10][CH2:9]1)#[N:2]. The catalyst class is: 20.